Dataset: Full USPTO retrosynthesis dataset with 1.9M reactions from patents (1976-2016). Task: Predict the reactants needed to synthesize the given product. (1) Given the product [NH2:20][C:10]1[O:11][CH2:12][C@H:13]([O:14][CH2:15][C:16]([F:18])([F:19])[F:17])[C@:8]([C:6]2[CH:7]=[C:2]([NH:1][C:31]([C:25]3[C:24]([Cl:23])=[CH:29][C:28]([Cl:30])=[CH:27][N:26]=3)=[O:32])[CH:3]=[CH:4][C:5]=2[F:22])([CH3:21])[N:9]=1, predict the reactants needed to synthesize it. The reactants are: [NH2:1][C:2]1[CH:3]=[CH:4][C:5]([F:22])=[C:6]([C@:8]2([CH3:21])[C@@H:13]([O:14][CH2:15][C:16]([F:19])([F:18])[F:17])[CH2:12][O:11][C:10]([NH2:20])=[N:9]2)[CH:7]=1.[Cl:23][C:24]1[C:25]([C:31](O)=[O:32])=[N:26][CH:27]=[C:28]([Cl:30])[CH:29]=1. (2) Given the product [C:25]([O:24][C:22]([CH2:21][NH:20][C:19]([C@H:12]([NH2:11])[C:13]1[CH:18]=[CH:17][CH:16]=[CH:15][CH:14]=1)=[O:29])=[O:23])([CH3:28])([CH3:26])[CH3:27], predict the reactants needed to synthesize it. The reactants are: C(OC([NH:11][C@@H:12]([C:19](=[O:29])[NH:20][CH2:21][C:22]([O:24][C:25]([CH3:28])([CH3:27])[CH3:26])=[O:23])[C:13]1[CH:18]=[CH:17][CH:16]=[CH:15][CH:14]=1)=O)C1C=CC=CC=1. (3) Given the product [CH2:1]([O:5][C:6]1[CH:7]=[C:8](/[CH:13]=[C:14](\[O:19][CH3:20])/[C:15]([O:17][CH3:18])=[O:16])[CH:9]=[CH:10][C:11]=1[C:25]1[CH:26]=[CH:27][CH:28]=[C:23]([NH:22][CH3:21])[CH:24]=1)[CH2:2][CH2:3][CH3:4], predict the reactants needed to synthesize it. The reactants are: [CH2:1]([O:5][C:6]1[CH:7]=[C:8](/[CH:13]=[C:14](\[O:19][CH3:20])/[C:15]([O:17][CH3:18])=[O:16])[CH:9]=[CH:10][C:11]=1I)[CH2:2][CH2:3][CH3:4].[CH3:21][NH:22][C:23]1[CH:28]=[CH:27][CH:26]=[C:25](B2OC(C)(C)C(C)(C)O2)[CH:24]=1.P([O-])([O-])([O-])=O.[K+].[K+].[K+].[Cl-].[NH4+]. (4) Given the product [C:11]([C:8]1[CH:7]=[C:3]2[C:2](=[CH:10][CH:9]=1)[N:1]=[C:18]([C:17]1[CH:21]=[CH:22][CH:23]=[CH:24][C:16]=1[Cl:15])[N:6]=[C:4]2[N:25]1[CH2:30][CH2:29][S:28][CH2:27][CH2:26]1)([CH3:14])([CH3:13])[CH3:12], predict the reactants needed to synthesize it. The reactants are: [NH2:1][C:2]1[CH:10]=[CH:9][C:8]([C:11]([CH3:14])([CH3:13])[CH3:12])=[CH:7][C:3]=1[C:4]([NH2:6])=O.[Cl:15][C:16]1[CH:24]=[CH:23][CH:22]=[CH:21][C:17]=1[C:18](Cl)=O.[NH:25]1[CH2:30][CH2:29][S:28][CH2:27][CH2:26]1. (5) Given the product [Br:1][C:2]1[CH:3]=[C:4]2[C:9](=[CH:10][CH:11]=1)[N:8]=[CH:7][C:6]([S:12]([CH3:15])(=[O:14])=[O:13])=[C:5]2[NH:27][C:24]1[CH:23]=[CH:22][C:21]([CH2:20][N:18]([CH3:19])[CH3:17])=[CH:26][CH:25]=1, predict the reactants needed to synthesize it. The reactants are: [Br:1][C:2]1[CH:3]=[C:4]2[C:9](=[CH:10][CH:11]=1)[N:8]=[CH:7][C:6]([S:12]([CH3:15])(=[O:14])=[O:13])=[C:5]2Cl.[CH3:17][N:18]([CH2:20][CH:21]1[CH2:26][CH2:25][CH:24]([NH2:27])[CH2:23][CH2:22]1)[CH3:19].C(N(CC)C(C)C)(C)C.